Task: Predict the reactants needed to synthesize the given product.. Dataset: Full USPTO retrosynthesis dataset with 1.9M reactions from patents (1976-2016) (1) The reactants are: [Cl:1][C:2]1[CH:7]=[CH:6][C:5]([N:8]2[C:12](=[O:13])[CH:11]=[C:10]([CH3:14])[NH:9]2)=[CH:4][CH:3]=1.[F:15][C:16]([F:24])([F:23])[C:17](=[O:22])[C:18]([O:20][CH3:21])=[O:19]. Given the product [CH3:21][O:20][C:18](=[O:19])[C:17]([OH:22])([C:16]([F:24])([F:23])[F:15])[C:11]1[C:12](=[O:13])[N:8]([C:5]2[CH:4]=[CH:3][C:2]([Cl:1])=[CH:7][CH:6]=2)[NH:9][C:10]=1[CH3:14], predict the reactants needed to synthesize it. (2) The reactants are: [NH2:1][C:2]1([C:10]2[CH:15]=[CH:14][C:13]([F:16])=[C:12]([Br:17])[CH:11]=2)[CH:6]([CH2:7][OH:8])[CH2:5][CH:4]([OH:9])[CH2:3]1.[C:18]([N:26]=[C:27]=[S:28])(=[O:25])[C:19]1[CH:24]=[CH:23][CH:22]=[CH:21][CH:20]=1. Given the product [Br:17][C:12]1[CH:11]=[C:10]([C:2]2([NH:1][C:27]([NH:26][C:18](=[O:25])[C:19]3[CH:20]=[CH:21][CH:22]=[CH:23][CH:24]=3)=[S:28])[CH2:3][CH:4]([OH:9])[CH2:5][CH:6]2[CH2:7][OH:8])[CH:15]=[CH:14][C:13]=1[F:16], predict the reactants needed to synthesize it. (3) Given the product [CH:31]([N:3]1[C:2]([NH:41][CH:42]([CH3:43])[CH3:38])=[N:10][C:9]2[C:4]1=[N:5][C:6]([N:25]1[CH2:30][CH2:29][O:28][CH2:27][CH2:26]1)=[N:7][C:8]=2[C:11]1[CH:12]=[C:13]([OH:17])[CH:14]=[CH:15][CH:16]=1)([CH2:33][CH3:34])[CH3:32], predict the reactants needed to synthesize it. The reactants are: Br[C:2]1[N:3]([CH:31]([CH2:33][CH3:34])[CH3:32])[C:4]2[C:9]([N:10]=1)=[C:8]([C:11]1[CH:16]=[CH:15][CH:14]=[C:13]([O:17][Si](C(C)(C)C)(C)C)[CH:12]=1)[N:7]=[C:6]([N:25]1[CH2:30][CH2:29][O:28][CH2:27][CH2:26]1)[N:5]=2.N1[CH:43]=[C:42]2[C:38](N=C[NH:41]2)=NC=1.C(N)(C)C. (4) Given the product [C:1]([O:5][C:6]([NH:8][CH2:9][C@H:10]1[CH2:15][CH2:14][C@H:13]([CH2:16][NH:17][C:18]([C:20]2[C:29]3[C:24](=[CH:25][CH:26]=[CH:27][CH:28]=3)[N:23]=[C:22]([C:30]3[CH:31]=[CH:32][C:33]([C:34]([OH:36])=[O:35])=[CH:38][CH:39]=3)[CH:21]=2)=[O:19])[CH2:12][CH2:11]1)=[O:7])([CH3:4])([CH3:2])[CH3:3], predict the reactants needed to synthesize it. The reactants are: [C:1]([O:5][C:6]([NH:8][CH2:9][C@H:10]1[CH2:15][CH2:14][C@H:13]([CH2:16][NH:17][C:18]([C:20]2[C:29]3[C:24](=[CH:25][CH:26]=[CH:27][CH:28]=3)[N:23]=[C:22]([C:30]3[CH:39]=[CH:38][C:33]([C:34]([O:36]C)=[O:35])=[CH:32][CH:31]=3)[CH:21]=2)=[O:19])[CH2:12][CH2:11]1)=[O:7])([CH3:4])([CH3:3])[CH3:2].[OH-].[Li+]. (5) Given the product [OH:26][CH2:27][CH2:28][N:29]([CH2:33][CH2:34][OH:35])[CH2:30][CH2:31][NH:32][C:21](=[O:22])[CH2:20][N:10]1[C:11]([C:13]2[CH:18]=[CH:17][CH:16]=[CH:15][C:14]=2[OH:19])=[N:12][C:8]([C:3]2[CH:4]=[CH:5][CH:6]=[CH:7][C:2]=2[OH:1])=[N:9]1, predict the reactants needed to synthesize it. The reactants are: [OH:1][C:2]1[CH:7]=[CH:6][CH:5]=[CH:4][C:3]=1[C:8]1[N:12]=[C:11]([C:13]2[CH:18]=[CH:17][CH:16]=[CH:15][C:14]=2[OH:19])[N:10]([CH2:20][C:21](OCC)=[O:22])[N:9]=1.[OH:26][CH2:27][CH2:28][N:29]([CH2:33][CH2:34][OH:35])[CH2:30][CH2:31][NH2:32]. (6) Given the product [F:1][C:2]1[CH:7]=[CH:6][CH:5]=[CH:4][C:3]=1[CH:8]([CH2:16][C:17]1[CH:22]=[CH:21][CH:20]=[CH:19][CH:18]=1)[C:9]#[N:10], predict the reactants needed to synthesize it. The reactants are: [F:1][C:2]1[CH:7]=[CH:6][CH:5]=[CH:4][C:3]=1[CH2:8][C:9]#[N:10].C([Li])CCC.[CH2:16]([Mg]Br)[C:17]1[CH:22]=[CH:21][CH:20]=[CH:19][CH:18]=1.